This data is from Peptide-MHC class I binding affinity with 185,985 pairs from IEDB/IMGT. The task is: Regression. Given a peptide amino acid sequence and an MHC pseudo amino acid sequence, predict their binding affinity value. This is MHC class I binding data. The binding affinity (normalized) is 0.133. The peptide sequence is AFPTSCHMFIICF. The MHC is HLA-B54:01 with pseudo-sequence HLA-B54:01.